From a dataset of Full USPTO retrosynthesis dataset with 1.9M reactions from patents (1976-2016). Predict the reactants needed to synthesize the given product. (1) Given the product [Br:3][C:4]1[C:9]([CH3:10])=[CH:8][N:7]=[C:6]([O:11][CH3:13])[C:5]=1[CH3:12], predict the reactants needed to synthesize it. The reactants are: IC.[Br:3][C:4]1[C:9]([CH3:10])=[CH:8][N:7]=[C:6]([OH:11])[C:5]=1[CH3:12].[CH:13](Cl)(Cl)Cl.O. (2) The reactants are: C(=O)([O-])[O-].[Na+].[Na+].[CH2:7]([O:14][C:15]([C:17]1[N:18]([S:23]([C:26]2[CH:31]=[CH:30][C:29]([CH3:32])=[CH:28][CH:27]=2)(=[O:25])=[O:24])[CH:19]=[C:20](I)[CH:21]=1)=[O:16])[C:8]1[CH:13]=[CH:12][CH:11]=[CH:10][CH:9]=1.S(O)(O)(=O)=O.[NH2:38][C:39]1[CH:40]=[C:41](B(O)O)[CH:42]=[CH:43][CH:44]=1.[NH2:38][C:39]1[CH:44]=[C:43](B(O)O)[CH:42]=[CH:41][CH:40]=1. Given the product [CH2:7]([O:14][C:15]([C:17]1[N:18]([S:23]([C:26]2[CH:31]=[CH:30][C:29]([CH3:32])=[CH:28][CH:27]=2)(=[O:25])=[O:24])[CH:19]=[C:20]([C:43]2[CH:42]=[CH:41][CH:40]=[C:39]([NH2:38])[CH:44]=2)[CH:21]=1)=[O:16])[C:8]1[CH:13]=[CH:12][CH:11]=[CH:10][CH:9]=1, predict the reactants needed to synthesize it. (3) Given the product [BrH:1].[OH:21][CH2:20][CH:9]1[CH2:8][NH:7][CH2:6][CH:11]([OH:12])[CH:10]1[C:13]1[CH:18]=[CH:17][C:16]([OH:19])=[CH:15][CH:14]=1, predict the reactants needed to synthesize it. The reactants are: [BrH:1].C([CH:6]1[CH:11]([OH:12])[CH:10]([C:13]2[CH:18]=[CH:17][C:16]([OH:19])=[CH:15][CH:14]=2)[CH:9]([CH2:20][OH:21])[CH2:8][N:7]1CC1C=CC=CC=1)(C)(C)C. (4) Given the product [OH:2][C:3]1[CH2:8][CH2:7][N:6]([C:18]([O:17][C:14]([CH3:16])([CH3:15])[CH3:13])=[O:19])[CH2:5][C:4]=1[C:9]([O:11][CH3:12])=[O:10], predict the reactants needed to synthesize it. The reactants are: Cl.[O:2]=[C:3]1[CH2:8][CH2:7][NH:6][CH2:5][CH:4]1[C:9]([O:11][CH3:12])=[O:10].[CH3:13][C:14]([O:17][C:18](O[C:18]([O:17][C:14]([CH3:16])([CH3:15])[CH3:13])=[O:19])=[O:19])([CH3:16])[CH3:15].[NH4+].[Cl-]. (5) Given the product [Cl:19][C:20]1[CH:21]=[C:22]([C:2]2[C:11]3[C:6](=[CH:7][C:8]([O:14][CH3:15])=[C:9]([O:12][CH3:13])[CH:10]=3)[C:5](=[O:16])[N:4]([CH2:17][CH3:18])[CH:3]=2)[CH:23]=[N:24][C:25]=1[N:26]1[CH2:27][CH2:28][CH:29]([C:32]([OH:35])([CH3:33])[CH3:34])[CH2:30][CH2:31]1, predict the reactants needed to synthesize it. The reactants are: Br[C:2]1[C:11]2[C:6](=[CH:7][C:8]([O:14][CH3:15])=[C:9]([O:12][CH3:13])[CH:10]=2)[C:5](=[O:16])[N:4]([CH2:17][CH3:18])[CH:3]=1.[Cl:19][C:20]1[CH:21]=[C:22](B(O)O)[CH:23]=[N:24][C:25]=1[N:26]1[CH2:31][CH2:30][CH:29]([C:32]([OH:35])([CH3:34])[CH3:33])[CH2:28][CH2:27]1.C(=O)([O-])[O-].[Cs+].[Cs+].CO. (6) The reactants are: [Br:1][C:2]1[CH:3]=[C:4]([NH:10][C:11]2[N:16]=[C:15]([O:17][CH2:18][CH2:19][N:20](C)[C:21](=O)OC(C)(C)C)[CH:14]=[CH:13][CH:12]=2)[C:5](=[O:9])[N:6]([CH3:8])[CH:7]=1.[ClH:29]. Given the product [ClH:29].[Br:1][C:2]1[CH:3]=[C:4]([NH:10][C:11]2[CH:12]=[CH:13][CH:14]=[C:15]([O:17][CH2:18][CH2:19][NH:20][CH3:21])[N:16]=2)[C:5](=[O:9])[N:6]([CH3:8])[CH:7]=1, predict the reactants needed to synthesize it. (7) Given the product [CH3:1][O:2][C:3]([C:5]1[C:9]([CH2:10][OH:11])=[N:8][N:7]([CH3:12])[N:6]=1)=[O:4], predict the reactants needed to synthesize it. The reactants are: [CH3:1][O:2][C:3]([C:5]1[C:9]([CH:10]=[O:11])=[N:8][N:7]([CH3:12])[N:6]=1)=[O:4].[BH4-].[Na+]. (8) Given the product [Br:11][C:12]1[CH:13]=[C:14]([N:18]([C:19]2[C:39]([CH:40]3[CH2:42][CH2:41]3)=[CH:38][C:22]3[C:23]([C:33]([O:35][CH2:36][CH3:37])=[O:34])=[C:24]([C:26]4[CH:27]=[CH:28][C:29]([F:32])=[CH:30][CH:31]=4)[O:25][C:21]=3[CH:20]=2)[S:44]([CH3:43])(=[O:46])=[O:45])[CH:15]=[CH:16][CH:17]=1, predict the reactants needed to synthesize it. The reactants are: C[Si]([N-][Si](C)(C)C)(C)C.[Li+].[Br:11][C:12]1[CH:13]=[C:14]([NH:18][C:19]2[C:39]([CH:40]3[CH2:42][CH2:41]3)=[CH:38][C:22]3[C:23]([C:33]([O:35][CH2:36][CH3:37])=[O:34])=[C:24]([C:26]4[CH:31]=[CH:30][C:29]([F:32])=[CH:28][CH:27]=4)[O:25][C:21]=3[CH:20]=2)[CH:15]=[CH:16][CH:17]=1.[CH3:43][S:44](Cl)(=[O:46])=[O:45].O. (9) Given the product [C:26]([C:8]1[CH:7]=[N:6][N:5]2[CH:29]=[C:2]([C:35]3[CH:34]=[N:33][N:32]([CH2:30][CH3:31])[CH:36]=3)[N:3]=[C:4]2[C:9]=1[NH:10][C@@H:11]1[CH2:16][CH2:15][N:14]([C:17]([O:19][C:20]([CH3:21])([CH3:22])[CH3:23])=[O:18])[CH2:13][C:12]1([CH3:24])[CH3:25])(=[O:28])[NH2:27], predict the reactants needed to synthesize it. The reactants are: Br[C:2]1[N:3]=[C:4]2[C:9]([NH:10][C@@H:11]3[CH2:16][CH2:15][N:14]([C:17]([O:19][C:20]([CH3:23])([CH3:22])[CH3:21])=[O:18])[CH2:13][C:12]3([CH3:25])[CH3:24])=[C:8]([C:26](=[O:28])[NH2:27])[CH:7]=[N:6][N:5]2[CH:29]=1.[CH2:30]([N:32]1[CH:36]=[C:35](B2OC(C)(C)C(C)(C)O2)[CH:34]=[N:33]1)[CH3:31].P([O-])([O-])([O-])=O.[K+].[K+].[K+].